This data is from Full USPTO retrosynthesis dataset with 1.9M reactions from patents (1976-2016). The task is: Predict the reactants needed to synthesize the given product. (1) Given the product [Cl:1][C:2]1[CH:3]=[C:4]([CH2:14][NH2:15])[CH:5]=[N:6][C:7]=1[O:8][CH2:9][C:10]([F:12])([F:13])[CH3:11], predict the reactants needed to synthesize it. The reactants are: [Cl:1][C:2]1[CH:3]=[C:4]([CH2:14][N:15]2C(=O)C3C(=CC=CC=3)C2=O)[CH:5]=[N:6][C:7]=1[O:8][CH2:9][C:10]([F:13])([F:12])[CH3:11].CCCCCCCCCCCCN. (2) Given the product [NH:1]([C:16]([O:18][C:19]([CH3:22])([CH3:21])[CH3:20])=[O:17])[C@@H:2]([C:13]([NH:23][C@H:24]([C:40]([O:42][C:43]([CH3:46])([CH3:45])[CH3:44])=[O:41])[CH2:25][CH2:26][CH2:27][CH2:28][NH:29][C:30]([O:32][CH2:33][C:34]1[CH:35]=[CH:36][CH:37]=[CH:38][CH:39]=1)=[O:31])=[O:15])[CH2:3][C:4]1[C:12]2[C:7](=[CH:8][CH:9]=[CH:10][CH:11]=2)[NH:6][CH:5]=1, predict the reactants needed to synthesize it. The reactants are: [NH:1]([C:16]([O:18][C:19]([CH3:22])([CH3:21])[CH3:20])=[O:17])[C@@H:2]([C:13]([OH:15])=O)[CH2:3][C:4]1[C:12]2[C:7](=[CH:8][CH:9]=[CH:10][CH:11]=2)[NH:6][CH:5]=1.[NH2:23][C@H:24]([C:40]([O:42][C:43]([CH3:46])([CH3:45])[CH3:44])=[O:41])[CH2:25][CH2:26][CH2:27][CH2:28][NH:29][C:30]([O:32][CH2:33][C:34]1[CH:39]=[CH:38][CH:37]=[CH:36][CH:35]=1)=[O:31].Cl.OC1C2N=NNC=2C=CC=1.Cl.CNC(N=C=NCC)CCNC.